Dataset: Full USPTO retrosynthesis dataset with 1.9M reactions from patents (1976-2016). Task: Predict the reactants needed to synthesize the given product. Given the product [CH2:1]([O:3][C:4]([C:6]1([C:9]2[CH:10]=[CH:11][C:12]([C:15]3[CH:20]=[CH:19][C:18]([C:21]4[O:25][N:24]=[C:23]([CH3:26])[C:22]=4[CH2:27][N:28]4[CH:39]=[C:38]([CH2:37][C:31]5[CH:36]=[CH:35][CH:34]=[CH:33][CH:32]=5)[N:30]=[N:29]4)=[CH:17][CH:16]=3)=[CH:13][CH:14]=2)[CH2:8][CH2:7]1)=[O:5])[CH3:2], predict the reactants needed to synthesize it. The reactants are: [CH2:1]([O:3][C:4]([C:6]1([C:9]2[CH:14]=[CH:13][C:12]([C:15]3[CH:20]=[CH:19][C:18]([C:21]4[O:25][N:24]=[C:23]([CH3:26])[C:22]=4[CH2:27][N:28]=[N+:29]=[N-:30])=[CH:17][CH:16]=3)=[CH:11][CH:10]=2)[CH2:8][CH2:7]1)=[O:5])[CH3:2].[C:31]1([CH2:37][C:38]#[CH:39])[CH:36]=[CH:35][CH:34]=[CH:33][CH:32]=1.O=C1O[C@H]([C@H](CO)O)C([O-])=C1O.[Na+].